The task is: Predict which catalyst facilitates the given reaction.. This data is from Catalyst prediction with 721,799 reactions and 888 catalyst types from USPTO. (1) Reactant: [Cl:1][C:2]1[CH:3]=[C:4]([N:8]2[CH2:13][CH2:12][NH:11][CH2:10][CH2:9]2)[CH:5]=[CH:6][CH:7]=1.[Cl:14][CH2:15][CH2:16][C:17](Cl)=[O:18].C(=O)([O-])[O-].[K+].[K+].C1(C)C(C)=CC=CC=1. Product: [Cl:14][CH2:15][CH2:16][C:17]([N:11]1[CH2:12][CH2:13][N:8]([C:4]2[CH:5]=[CH:6][CH:7]=[C:2]([Cl:1])[CH:3]=2)[CH2:9][CH2:10]1)=[O:18]. The catalyst class is: 22. (2) Reactant: [Cl:1][C:2]1[CH:10]=[CH:9][CH:8]=[C:7]2[C:3]=1[C:4]([C:11](=[O:16])[C:12]([F:15])([F:14])[F:13])=[CH:5][NH:6]2.C([O-])([O-])=O.[Cs+].[Cs+].FC(F)(F)S(O[CH2:29][CH2:30][C:31]([F:34])([F:33])[F:32])(=O)=O. Product: [Cl:1][C:2]1[CH:10]=[CH:9][CH:8]=[C:7]2[C:3]=1[C:4]([C:11](=[O:16])[C:12]([F:14])([F:15])[F:13])=[CH:5][N:6]2[CH2:29][CH2:30][C:31]([F:34])([F:33])[F:32]. The catalyst class is: 18. (3) Reactant: [N-:1]=[N+:2]=[N-:3].[Na+].Cl[CH2:6][C:7]1[CH:8]=[C:9]2[C:13](=[CH:14][CH:15]=1)[N:12]([C:16]1[CH:21]=[C:20]([I:22])[CH:19]=[CH:18][N:17]=1)[N:11]=[C:10]2[C:23]([NH2:25])=[O:24].CS(C)=O. Product: [N:1]([CH2:6][C:7]1[CH:8]=[C:9]2[C:13](=[CH:14][CH:15]=1)[N:12]([C:16]1[CH:21]=[C:20]([I:22])[CH:19]=[CH:18][N:17]=1)[N:11]=[C:10]2[C:23]([NH2:25])=[O:24])=[N+:2]=[N-:3]. The catalyst class is: 6. (4) Reactant: CC1C=CC(S(O[CH2:12][C@@H:13]2[CH2:17][C@H:16]([NH:18][C:19]([O:21][C:22]([CH3:25])([CH3:24])[CH3:23])=[O:20])[CH:15]=[CH:14]2)(=O)=O)=CC=1.[NH:26]1[CH2:31][CH2:30][O:29][CH2:28][CH2:27]1. Product: [O:29]1[CH2:30][CH2:31][N:26]([CH2:12][C@@H:13]2[CH2:17][C@H:16]([NH:18][C:19](=[O:20])[O:21][C:22]([CH3:23])([CH3:24])[CH3:25])[CH:15]=[CH:14]2)[CH2:27][CH2:28]1. The catalyst class is: 2. (5) Reactant: [CH:1]1([CH2:4][N:5]2[C:10](=[O:11])[C:9]([CH2:12][N:13]3C(=O)C4=CC=CC=C4C3=O)=[CH:8][C:7]([C:24]3[CH:29]=[CH:28][C:27]([O:30][CH3:31])=[C:26]([F:32])[CH:25]=3)=[N:6]2)[CH2:3][CH2:2]1.O.NN. Product: [NH2:13][CH2:12][C:9]1[C:10](=[O:11])[N:5]([CH2:4][CH:1]2[CH2:3][CH2:2]2)[N:6]=[C:7]([C:24]2[CH:29]=[CH:28][C:27]([O:30][CH3:31])=[C:26]([F:32])[CH:25]=2)[CH:8]=1. The catalyst class is: 5.